This data is from Catalyst prediction with 721,799 reactions and 888 catalyst types from USPTO. The task is: Predict which catalyst facilitates the given reaction. (1) Reactant: Cl[C:2]1[C:7]([N+:8]([O-:10])=[O:9])=[CH:6][C:5]([N+:11]([O-:13])=[O:12])=[CH:4][C:3]=1[C:14]([F:17])([F:16])[F:15].[N:18]1([CH:23]2[CH2:28][CH2:27][NH:26][CH2:25][CH2:24]2)[CH2:22][CH2:21][CH2:20][CH2:19]1.C(N(CC)CC)C.O. Product: [N:18]1([CH:23]2[CH2:28][CH2:27][N:26]([C:2]3[C:3]([C:14]([F:17])([F:16])[F:15])=[CH:4][C:5]([N+:11]([O-:13])=[O:12])=[CH:6][C:7]=3[N+:8]([O-:10])=[O:9])[CH2:25][CH2:24]2)[CH2:22][CH2:21][CH2:20][CH2:19]1. The catalyst class is: 4. (2) Reactant: C(OC([NH:11][C:12]1([C:25]([F:28])([F:27])[F:26])[CH2:17][CH2:16][N:15]([C:18]([O:20][C:21]([CH3:24])([CH3:23])[CH3:22])=[O:19])[CH2:14][CH2:13]1)=O)C1C=CC=CC=1. Product: [NH2:11][C:12]1([C:25]([F:28])([F:26])[F:27])[CH2:13][CH2:14][N:15]([C:18]([O:20][C:21]([CH3:24])([CH3:22])[CH3:23])=[O:19])[CH2:16][CH2:17]1. The catalyst class is: 256. (3) Reactant: [S:1]1[C:5]2[CH:6]=[CH:7][CH:8]=[CH:9][C:4]=2[N:3]=[C:2]1[NH:10][C:11]([C:13]1[CH:14]=[CH:15][CH:16]=[C:17]2[C:22]=1[CH2:21][N:20]([C:23]1[N:28]=[C:27]([C:29]([O:31][C:32]([CH3:35])([CH3:34])[CH3:33])=[O:30])[C:26]([C:36]3[CH:37]=[N:38][N:39]([CH2:42][C:43]4([O:49][CH2:50][CH:51]([OH:54])CO)[CH2:48][CH2:47][CH2:46][CH2:45][CH2:44]4)[C:40]=3[CH3:41])=[CH:25][CH:24]=1)[CH2:19][CH2:18]2)=[O:12].I([O-])(=O)(=O)=O.[Na+]. Product: [S:1]1[C:5]2[CH:6]=[CH:7][CH:8]=[CH:9][C:4]=2[N:3]=[C:2]1[NH:10][C:11]([C:13]1[CH:14]=[CH:15][CH:16]=[C:17]2[C:22]=1[CH2:21][N:20]([C:23]1[N:28]=[C:27]([C:29]([O:31][C:32]([CH3:35])([CH3:34])[CH3:33])=[O:30])[C:26]([C:36]3[CH:37]=[N:38][N:39]([CH2:42][C:43]4([O:49][CH2:50][CH:51]=[O:54])[CH2:48][CH2:47][CH2:46][CH2:45][CH2:44]4)[C:40]=3[CH3:41])=[CH:25][CH:24]=1)[CH2:19][CH2:18]2)=[O:12]. The catalyst class is: 95. (4) Reactant: [C:1]([C:4]1[C:22](=[O:23])[C@@:8]2([CH3:24])[C:9]3[C:15]([OH:16])=[CH:14][C:13]([O:17][CH3:18])=[C:12]([C:19]([NH2:21])=[O:20])[C:10]=3[O:11][C:7]2=[CH:6][C:5]=1[OH:25])(=[O:3])[CH3:2].[CH2:26]([N:28]([CH2:44][CH3:45])[C:29](=[O:43])[O:30][C:31]1[C:40]2[C:35](=[CH:36][CH:37]=[CH:38][CH:39]=2)[C:34]([CH:41]=O)=[CH:33][CH:32]=1)[CH3:27].C([SiH](CC)CC)C.FC(F)(F)C(O)=O. Product: [CH2:44]([N:28]([CH2:26][CH3:27])[C:29](=[O:43])[O:30][C:31]1[C:40]2[C:35](=[CH:36][CH:37]=[CH:38][CH:39]=2)[C:34]([CH2:41][NH:21][C:19]([C:12]2[C:10]3[O:11][C:7]4[C@@:8]([CH3:24])([C:22](=[O:23])[C:4]([C:1](=[O:3])[CH3:2])=[C:5]([OH:25])[CH:6]=4)[C:9]=3[C:15]([OH:16])=[CH:14][C:13]=2[O:17][CH3:18])=[O:20])=[CH:33][CH:32]=1)[CH3:45]. The catalyst class is: 10. (5) Reactant: [C:1]([O:5][C:6]([N:8]([C@H:10]([CH2:14][C:15]1[CH:20]=[CH:19][CH:18]=[CH:17][CH:16]=1)[C:11]([OH:13])=O)[CH3:9])=[O:7])([CH3:4])([CH3:3])[CH3:2].O.ON1C2C=CC=CC=2N=N1.Cl.CN(C)CCCN=C=NCC.Cl.[C:45]([O:48][C:49]([CH3:53])([CH3:52])[CH2:50][NH2:51])(=[O:47])[CH3:46].C(N(C(C)C)C(C)C)C. Product: [C:45]([O:48][C:49]([CH3:53])([CH3:52])[CH2:50][NH:51][C:11](=[O:13])[C@H:10]([N:8]([C:6]([O:5][C:1]([CH3:2])([CH3:3])[CH3:4])=[O:7])[CH3:9])[CH2:14][C:15]1[CH:20]=[CH:19][CH:18]=[CH:17][CH:16]=1)(=[O:47])[CH3:46]. The catalyst class is: 42. (6) Reactant: [CH2:1]([O:8][C:9]1[C:10]([C:16]([OH:18])=O)=[N:11][C:12]([Br:15])=[CH:13][CH:14]=1)[C:2]1[CH:7]=[CH:6][CH:5]=[CH:4][CH:3]=1.CN(C(ON1N=NC2C=CC=NC1=2)=[N+](C)C)C.F[P-](F)(F)(F)(F)F.CCN(CC)CC.[F:50][C:51]1[CH:58]=[CH:57][C:54]([CH2:55][NH2:56])=[CH:53][CH:52]=1. Product: [CH2:1]([O:8][C:9]1[C:10]([C:16]([NH:56][CH2:55][C:54]2[CH:57]=[CH:58][C:51]([F:50])=[CH:52][CH:53]=2)=[O:18])=[N:11][C:12]([Br:15])=[CH:13][CH:14]=1)[C:2]1[CH:3]=[CH:4][CH:5]=[CH:6][CH:7]=1. The catalyst class is: 3. (7) Reactant: [CH3:1][Li].[Cl:3][C:4]1[CH:5]=[C:6]([CH:10]([C:28]2[CH:33]=[CH:32][C:31]([Cl:34])=[CH:30][CH:29]=2)[N:11]2[CH2:14][CH:13]([CH:15]([C:20]3[CH:25]=[C:24]([F:26])[CH:23]=[C:22]([F:27])[CH:21]=3)C(OC)=O)[CH2:12]2)[CH:7]=[CH:8][CH:9]=1.CC[O:37][CH2:38][CH3:39]. Product: [Cl:3][C:4]1[CH:5]=[C:6]([CH:10]([C:28]2[CH:29]=[CH:30][C:31]([Cl:34])=[CH:32][CH:33]=2)[N:11]2[CH2:14][CH:13]([CH:15]([C:20]3[CH:25]=[C:24]([F:26])[CH:23]=[C:22]([F:27])[CH:21]=3)[C:38]([CH3:39])([OH:37])[CH3:1])[CH2:12]2)[CH:7]=[CH:8][CH:9]=1. The catalyst class is: 1. (8) Reactant: [CH2:1](Br)[C:2]1[CH:7]=[CH:6][CH:5]=[CH:4][CH:3]=1.[Cl:9][C:10]1[CH:15]=[CH:14][C:13]([N+:16]([O-:18])=[O:17])=[CH:12][C:11]=1[OH:19].C(=O)([O-])[O-].[K+].[K+]. Product: [CH2:1]([O:19][C:11]1[CH:12]=[C:13]([N+:16]([O-:18])=[O:17])[CH:14]=[CH:15][C:10]=1[Cl:9])[C:2]1[CH:7]=[CH:6][CH:5]=[CH:4][CH:3]=1. The catalyst class is: 21. (9) Reactant: [C:1]([OH:11])(=O)[CH:2]=[CH:3][C:4]1[CH:9]=[CH:8][CH:7]=[CH:6][CH:5]=1.[F:12][C:13]1[CH:18]=[CH:17][C:16]([CH:19]([NH2:21])[CH3:20])=[CH:15][C:14]=1[N:22]1[CH2:27][CH2:26][O:25][CH2:24][CH2:23]1.CCN=C=NCCCN(C)C.Cl.CCN(CC)CC. Product: [F:12][C:13]1[CH:18]=[CH:17][C:16]([CH:19]([NH:21][C:1](=[O:11])[CH:2]=[CH:3][C:4]2[CH:5]=[CH:6][CH:7]=[CH:8][CH:9]=2)[CH3:20])=[CH:15][C:14]=1[N:22]1[CH2:23][CH2:24][O:25][CH2:26][CH2:27]1. The catalyst class is: 79.